Dataset: Reaction yield outcomes from USPTO patents with 853,638 reactions. Task: Predict the reaction yield, written as a fraction of the theoretical maximum amount of product (1.0 means a 100% yield; for example, 0.34 means a 34% yield). (1) The reactants are [CH2:1]([N:5]1[C:9](=[O:10])[N:8]([C:11]2[CH:16]=[CH:15][C:14]([N:17]3[CH2:22][CH2:21][N:20]([C:23]4[CH:28]=[CH:27][C:26]([O:29]C)=[CH:25][CH:24]=4)[CH2:19][CH2:18]3)=[CH:13][CH:12]=2)[CH:7]=[N:6]1)[CH:2]([CH3:4])[CH3:3]. The catalyst is Br. The product is [OH:29][C:26]1[CH:27]=[CH:28][C:23]([N:20]2[CH2:19][CH2:18][N:17]([C:14]3[CH:13]=[CH:12][C:11]([N:8]4[C:9](=[O:10])[N:5]([CH2:1][CH:2]([CH3:4])[CH3:3])[N:6]=[CH:7]4)=[CH:16][CH:15]=3)[CH2:22][CH2:21]2)=[CH:24][CH:25]=1. The yield is 0.910. (2) The reactants are [CH3:1][C:2]1[N:3]=[CH:4][N:5]([C:7]2[CH:12]=[CH:11][C:10]([N+:13]([O-])=O)=[CH:9][C:8]=2[C:16]([F:19])([F:18])[F:17])[CH:6]=1. The catalyst is C(O)C.[Pd]. The product is [CH3:1][C:2]1[N:3]=[CH:4][N:5]([C:7]2[CH:12]=[CH:11][C:10]([NH2:13])=[CH:9][C:8]=2[C:16]([F:19])([F:17])[F:18])[CH:6]=1. The yield is 1.02. (3) The reactants are [CH3:1][C:2]1([CH3:32])[C:13](=[O:14])[O:12][CH2:11][C@@H:10]([C:15]2[CH:20]=[CH:19][CH:18]=[CH:17][CH:16]=2)[NH:9][C:8](=[O:21])[CH2:7][CH2:6][C:5]([Si](OCC)(OCC)OCC)=[CH:4][CH2:3]1.[F-].[K+].C(=O)(O)[O-:36].[Na+].OO. The catalyst is C1COCC1.CO. The product is [CH3:1][C:2]1([CH3:32])[C:13](=[O:14])[O:12][CH2:11][C@@H:10]([C:15]2[CH:20]=[CH:19][CH:18]=[CH:17][CH:16]=2)[NH:9][C:8](=[O:21])[CH2:7][CH2:6][C:5](=[O:36])[CH2:4][CH2:3]1. The yield is 0.120.